This data is from Catalyst prediction with 721,799 reactions and 888 catalyst types from USPTO. The task is: Predict which catalyst facilitates the given reaction. (1) Reactant: [BH-](OC(C)=O)(OC(C)=O)OC(C)=O.[Na+].[F:15][C:16]([F:44])([F:43])[C:17]1[CH:41]=[C:40]([NH2:42])[C:20]2[NH:21][C:22]([N:24]3[CH2:29][CH2:28][N:27]([C:30]4[C:35]([C:36]([F:39])([F:38])[F:37])=[CH:34][CH:33]=[CH:32][N:31]=4)[CH2:26][CH2:25]3)=[N:23][C:19]=2[CH:18]=1.[F:45][C:46]1[CH:47]=[C:48]([CH:51]=[C:52]([F:55])[C:53]=1[F:54])[CH:49]=O. Product: [F:45][C:46]1[CH:47]=[C:48]([CH:51]=[C:52]([F:55])[C:53]=1[F:54])[CH2:49][NH:42][C:40]1[C:20]2[NH:21][C:22]([N:24]3[CH2:25][CH2:26][N:27]([C:30]4[C:35]([C:36]([F:37])([F:38])[F:39])=[CH:34][CH:33]=[CH:32][N:31]=4)[CH2:28][CH2:29]3)=[N:23][C:19]=2[CH:18]=[C:17]([C:16]([F:15])([F:43])[F:44])[CH:41]=1. The catalyst class is: 22. (2) Reactant: [H-].[Na+].[Cl:3][C:4]1[CH:9]=[CH:8][CH:7]=[C:6]([Cl:10])[C:5]=1[C:11]1[NH:12][C:13]([C:22]2[CH:27]=[CH:26][C:25]([CH3:28])=[CH:24][CH:23]=2)=[C:14]([C:16]2[CH:21]=[CH:20][N:19]=[CH:18][CH:17]=2)[N:15]=1.[CH2:29](Br)[CH:30]=[CH2:31].C(OCC)(=O)C. Product: [CH2:31]([N:12]1[C:13]([C:22]2[CH:23]=[CH:24][C:25]([CH3:28])=[CH:26][CH:27]=2)=[C:14]([C:16]2[CH:21]=[CH:20][N:19]=[CH:18][CH:17]=2)[N:15]=[C:11]1[C:5]1[C:4]([Cl:3])=[CH:9][CH:8]=[CH:7][C:6]=1[Cl:10])[CH:30]=[CH2:29]. The catalyst class is: 3.